From a dataset of TCR-epitope binding with 47,182 pairs between 192 epitopes and 23,139 TCRs. Binary Classification. Given a T-cell receptor sequence (or CDR3 region) and an epitope sequence, predict whether binding occurs between them. The epitope is HSKKKCDEL. The TCR CDR3 sequence is CASSERASGTDEQYF. Result: 0 (the TCR does not bind to the epitope).